Dataset: Reaction yield outcomes from USPTO patents with 853,638 reactions. Task: Predict the reaction yield, written as a fraction of the theoretical maximum amount of product (1.0 means a 100% yield; for example, 0.34 means a 34% yield). (1) The reactants are [Br:1]Br.[NH2:3][C:4]1[C:9]([CH:10]=[O:11])=[CH:8][CH:7]=[CH:6][N:5]=1. The catalyst is C(O)(=O)C. The product is [BrH:1].[NH2:3][C:4]1[N:5]=[CH:6][C:7]([Br:1])=[CH:8][C:9]=1[CH:10]=[O:11]. The yield is 0.800. (2) The reactants are [CH2:1]([Mg]Br)[CH2:2][CH2:3][CH:4]=[CH2:5].[CH2:8](O)[CH2:9][CH2:10][CH2:11][CH2:12]O. No catalyst specified. The product is [CH2:5]=[CH:4][CH2:3][CH2:2][CH2:1][CH2:8][CH2:9][CH2:10][CH2:11][CH2:12][CH2:5][CH2:4][CH2:3][CH:2]=[CH2:1]. The yield is 0.810. (3) The product is [OH:7][C:8]1[C:9]([CH3:17])=[C:10]([CH:14]=[CH:15][CH:16]=1)[C:11]([NH2:19])=[O:12]. The catalyst is ClCCl. The yield is 0.450. The reactants are C(Cl)(=O)C(Cl)=O.[OH:7][C:8]1[C:9]([CH3:17])=[C:10]([CH:14]=[CH:15][CH:16]=1)[C:11](O)=[O:12].C[N:19](C)C=O. (4) The reactants are [CH3:1][NH2:2].[CH2:3]([O:5][C:6]1[C:13]([CH:14]([CH3:16])[CH3:15])=[CH:12][CH:11]=[CH:10][C:7]=1[CH:8]=O)[CH3:4].[BH4-].[Na+]. No catalyst specified. The product is [CH2:3]([O:5][C:6]1[C:13]([CH:14]([CH3:16])[CH3:15])=[CH:12][CH:11]=[CH:10][C:7]=1[CH2:8][CH2:1][NH2:2])[CH3:4]. The yield is 0.940. (5) The reactants are [CH3:1][C:2]1[N:6]([CH2:7][C:8]2[CH:25]=[CH:24][C:11]3/[C:12](=C/C#N)/[C:13]4[CH:20]=[CH:19][CH:18]=[CH:17][C:14]=4[CH2:15][CH2:16][C:10]=3[CH:9]=2)[C:5]2[CH:26]=[C:27]([C:31]3[CH:36]=[CH:35][CH:34]=[CH:33][CH:32]=3)[CH:28]=[C:29]([CH3:30])[C:4]=2[N:3]=1.[OH-:37].[Na+].Cl.[CH2:40]([OH:42])[CH3:41]. No catalyst specified. The product is [CH3:1][C:2]1[N:6]([CH2:7][C:8]2[CH:25]=[CH:24][C:11]3/[C:12](=[CH:41]/[C:40]([OH:37])=[O:42])/[C:13]4[CH:20]=[CH:19][CH:18]=[CH:17][C:14]=4[CH2:15][CH2:16][C:10]=3[CH:9]=2)[C:5]2[CH:26]=[C:27]([C:31]3[CH:36]=[CH:35][CH:34]=[CH:33][CH:32]=3)[CH:28]=[C:29]([CH3:30])[C:4]=2[N:3]=1. The yield is 0.410. (6) The reactants are [CH3:1][O:2][C:3](=[O:13])[C:4]1[CH:9]=[CH:8][C:7]([CH2:10][CH2:11][OH:12])=[CH:6][CH:5]=1.[C:14]1(P([C:14]2[CH:19]=[CH:18][CH:17]=[CH:16][CH:15]=2)[C:14]2[CH:19]=[CH:18][CH:17]=[CH:16][CH:15]=2)[CH:19]=[CH:18][CH:17]=[CH:16][CH:15]=1.N(C(OCC)=O)=NC(OCC)=O.C1(O)C=CC=CC=1. The catalyst is O1CCCC1.O. The product is [CH3:1][O:2][C:3](=[O:13])[C:4]1[CH:9]=[CH:8][C:7]([CH2:10][CH2:11][O:12][C:14]2[CH:19]=[CH:18][CH:17]=[CH:16][CH:15]=2)=[CH:6][CH:5]=1. The yield is 0.168. (7) The reactants are [N+:1]([C:4]1[CH:5]=[CH:6][C:7]2[NH:12][C:11](=[O:13])[CH2:10][O:9][C:8]=2[CH:14]=1)([O-:3])=[O:2].Cl.Cl[CH2:17][CH2:18][N:19]1[CH2:23][CH2:22][CH2:21][CH2:20]1.C([O-])([O-])=O.[K+].[K+]. The catalyst is CN(C=O)C.O. The product is [N+:1]([C:4]1[CH:5]=[CH:6][C:7]2[N:12]([CH2:17][CH2:18][N:19]3[CH2:23][CH2:22][CH2:21][CH2:20]3)[C:11](=[O:13])[CH2:10][O:9][C:8]=2[CH:14]=1)([O-:3])=[O:2]. The yield is 0.650.